Task: Predict the reactants needed to synthesize the given product.. Dataset: Full USPTO retrosynthesis dataset with 1.9M reactions from patents (1976-2016) (1) The reactants are: [Br:1][C:2]1[CH:7]=[CH:6][C:5]([C:8]2[O:12][N:11]=[C:10]([C:13]3[CH:14]=[CH:15][C:16]4[O:20][C:19]([C:21]5([NH:29]C(=O)OC(C)(C)C)[CH2:26][O:25]C(C)(C)[O:23][CH2:22]5)=[CH:18][C:17]=4[CH:37]=3)[N:9]=2)=[CH:4][C:3]=1[Cl:38].ClC1C=C(C2ON=C(C3C=CC4OC(C5(NC(=O)OC(C)(C)C)COC(C)(C)OC5)=CC=4C=3)N=2)C=CC=1OCCC. Given the product [NH2:29][C:21]([C:19]1[O:20][C:16]2[CH:15]=[CH:14][C:13]([C:10]3[N:9]=[C:8]([C:5]4[CH:6]=[CH:7][C:2]([Br:1])=[C:3]([Cl:38])[CH:4]=4)[O:12][N:11]=3)=[CH:37][C:17]=2[CH:18]=1)([CH2:22][OH:23])[CH2:26][OH:25], predict the reactants needed to synthesize it. (2) Given the product [Si:33]([O:1][CH2:2][C@H:3]1[N:8]([C:9]([O:11][C:12]([CH3:13])([CH3:15])[CH3:14])=[O:10])[CH2:7][C@@H:6]([CH:16]([OH:27])[CH2:17][C:18]2[CH:23]=[CH:22][CH:21]=[CH:20][C:19]=2[N+:24]([O-:26])=[O:25])[O:5][CH2:4]1)([C:46]([CH3:49])([CH3:48])[CH3:47])([C:40]1[CH:41]=[CH:42][CH:43]=[CH:44][CH:45]=1)[C:34]1[CH:39]=[CH:38][CH:37]=[CH:36][CH:35]=1, predict the reactants needed to synthesize it. The reactants are: [OH:1][CH2:2][C@H:3]1[N:8]([C:9]([O:11][C:12]([CH3:15])([CH3:14])[CH3:13])=[O:10])[CH2:7][C@@H:6]([CH:16]([OH:27])[CH2:17][C:18]2[CH:23]=[CH:22][CH:21]=[CH:20][C:19]=2[N+:24]([O-:26])=[O:25])[O:5][CH2:4]1.N1C=CN=C1.[Si:33](Cl)([C:46]([CH3:49])([CH3:48])[CH3:47])([C:40]1[CH:45]=[CH:44][CH:43]=[CH:42][CH:41]=1)[C:34]1[CH:39]=[CH:38][CH:37]=[CH:36][CH:35]=1.